Task: Predict the reactants needed to synthesize the given product.. Dataset: Full USPTO retrosynthesis dataset with 1.9M reactions from patents (1976-2016) (1) Given the product [I:12][C:4]1[S:3][CH:2]=[N:6][C:5]=1[C:7]([O:9][CH2:10][CH3:11])=[O:8], predict the reactants needed to synthesize it. The reactants are: N[C:2]1[S:3][C:4]([I:12])=[C:5]([C:7]([O:9][CH2:10][CH3:11])=[O:8])[N:6]=1.C(ON=O)(C)(C)C. (2) The reactants are: [C:1]([C:3]1([NH:6][C:7]([C@@H:9]2[CH2:13][C@H:12]([OH:14])[CH2:11][N:10]2[C:15]([C:17]2([CH3:20])[CH2:19][CH2:18]2)=[O:16])=[O:8])[CH2:5][CH2:4]1)#[N:2].[C:21]1([S:27](Cl)(=[O:29])=[O:28])[CH:26]=[CH:25][CH:24]=[CH:23][CH:22]=1.C(N(CC)CC)C.Cl. Given the product [C:1]([C:3]1([NH:6][C:7]([C@H:9]2[N:10]([C:15]([C:17]3([CH3:20])[CH2:19][CH2:18]3)=[O:16])[CH2:11][C@@H:12]([O:14][S:27]([C:21]3[CH:26]=[CH:25][CH:24]=[CH:23][CH:22]=3)(=[O:29])=[O:28])[CH2:13]2)=[O:8])[CH2:4][CH2:5]1)#[N:2], predict the reactants needed to synthesize it.